From a dataset of Catalyst prediction with 721,799 reactions and 888 catalyst types from USPTO. Predict which catalyst facilitates the given reaction. (1) Reactant: [CH3:1][CH:2]([C@H:4]([NH2:23])[C:5]([O:7][CH2:8][CH2:9][O:10][CH2:11][N:12]1[C:16]2[NH:17][C:18]([NH2:22])=[N:19][C:20](=[O:21])[C:15]=2[N:14]=[CH:13]1)=[O:6])[CH3:3].[CH3:24][S:25]([OH:28])(=[O:27])=[O:26]. Product: [CH3:3][CH:2]([C@H:4]([NH2:23])[C:5]([O:7][CH2:8][CH2:9][O:10][CH2:11][N:12]1[C:16]2[NH:17][C:18]([NH2:22])=[N:19][C:20](=[O:21])[C:15]=2[N:14]=[CH:13]1)=[O:6])[CH3:1].[S:25]([O-:28])(=[O:27])(=[O:26])[CH3:24]. The catalyst class is: 5. (2) Reactant: [CH3:1][C:2]1([CH2:21][CH2:22][CH2:23][OH:24])[CH2:11][CH2:10][C:9]2[C:4](=[C:5]([CH3:20])[C:6]([CH3:19])=[C:7]([O:12][CH:13]3[CH2:18][CH2:17][CH2:16][CH2:15][O:14]3)[CH:8]=2)[O:3]1.[Cr](Cl)([O-])(=O)=O.[NH+]1C=CC=CC=1. Product: [CH3:1][C:2]1([CH2:21][CH2:22][CH:23]=[O:24])[CH2:11][CH2:10][C:9]2[C:4](=[C:5]([CH3:20])[C:6]([CH3:19])=[C:7]([O:12][CH:13]3[CH2:18][CH2:17][CH2:16][CH2:15][O:14]3)[CH:8]=2)[O:3]1. The catalyst class is: 4.